This data is from Forward reaction prediction with 1.9M reactions from USPTO patents (1976-2016). The task is: Predict the product of the given reaction. (1) The product is: [CH2:1]([O:8][C:9]1[N:14]=[CH:13][C:12]([O:15][C:23]2[CH:32]=[C:31]([F:33])[CH:30]=[CH:29][C:24]=2[C:25]([O:27][CH3:28])=[O:26])=[CH:11][CH:10]=1)[C:2]1[CH:3]=[CH:4][CH:5]=[CH:6][CH:7]=1. Given the reactants [CH2:1]([O:8][C:9]1[N:14]=[CH:13][C:12]([OH:15])=[CH:11][CH:10]=1)[C:2]1[CH:7]=[CH:6][CH:5]=[CH:4][CH:3]=1.CC(C)([O-])C.[K+].F[C:23]1[CH:32]=[C:31]([F:33])[CH:30]=[CH:29][C:24]=1[C:25]([O:27][CH3:28])=[O:26], predict the reaction product. (2) Given the reactants [Br:1][C:2]1[CH:7]=[CH:6][C:5]([C:8]2[CH2:12][CH:11]([CH2:13][OH:14])[O:10][N:9]=2)=[CH:4][CH:3]=1.[C:15]([O:19][P:20](N(CC)CC)[O:21][C:22]([CH3:25])([CH3:24])[CH3:23])([CH3:18])([CH3:17])[CH3:16].N1C=NN=N1.ClC1C=CC=C(C(OO)=[O:44])C=1.S(=O)(O)[O-].[Na+], predict the reaction product. The product is: [P:20]([O:19][C:15]([CH3:16])([CH3:17])[CH3:18])([O:21][C:22]([CH3:23])([CH3:24])[CH3:25])([O:14][CH2:13][CH:11]1[O:10][N:9]=[C:8]([C:5]2[CH:4]=[CH:3][C:2]([Br:1])=[CH:7][CH:6]=2)[CH2:12]1)=[O:44].